From a dataset of hERG Central: cardiac toxicity at 1µM, 10µM, and general inhibition. Predict hERG channel inhibition at various concentrations. (1) The molecule is O=C(c1ccco1)N1CCN(C(c2ccccc2Cl)c2nnnn2Cc2cccs2)CC1. Results: hERG_inhib (hERG inhibition (general)): blocker. (2) The molecule is CCCCC[C@H]1CN(Cc2ccccc2)C(=O)[C@@H]1CC(=O)NCc1ccc(OC)cc1. Results: hERG_inhib (hERG inhibition (general)): blocker. (3) The compound is COc1ccc(-c2c[n+]3c4n2CCCCC4=C(c2ccccc2)C3)cc1.[Br-]. Results: hERG_inhib (hERG inhibition (general)): blocker. (4) The compound is Cc1cccc(NC(=O)CN2CCN(C(=O)c3cncn3-c3ccc(F)cc3)CC2)c1C. Results: hERG_inhib (hERG inhibition (general)): blocker. (5) The compound is O=C(c1ccccc1)N1CCN(CC(O)COc2ccc(Br)cc2)CC1. Results: hERG_inhib (hERG inhibition (general)): blocker. (6) The molecule is CC(=O)n1cc([C@@H]2C=C(C(=O)N3CCN(Cc4ccc5c(c4)OCO5)CC3)O[C@H](OCCCCO)C2)c2ccccc21. Results: hERG_inhib (hERG inhibition (general)): blocker. (7) The molecule is CC(=O)Nc1ccc(Nc2c3ccccc3nc3ccccc23)cc1. Results: hERG_inhib (hERG inhibition (general)): blocker. (8) Results: hERG_inhib (hERG inhibition (general)): blocker. The molecule is O=C(C[n+]1ccccc1CCSc1ccc([N+](=O)[O-])cc1)c1ccccc1.